From a dataset of Full USPTO retrosynthesis dataset with 1.9M reactions from patents (1976-2016). Predict the reactants needed to synthesize the given product. The reactants are: [CH3:1][O:2][C:3]1[CH:8]=[C:7]([N+:9]([O-])=O)[CH:6]=[CH:5][C:4]=1[C:12]1[O:13][C:14]([C:17]2[C:18]([C:23]3[CH:28]=[CH:27][CH:26]=[CH:25][CH:24]=3)=[N:19][O:20][C:21]=2[CH3:22])=[N:15][N:16]=1.Cl.C(=O)([O-])[O-].[Na+].[Na+].C(OCC)(=O)C. Given the product [CH3:1][O:2][C:3]1[CH:8]=[C:7]([NH2:9])[CH:6]=[CH:5][C:4]=1[C:12]1[O:13][C:14]([C:17]2[C:18]([C:23]3[CH:24]=[CH:25][CH:26]=[CH:27][CH:28]=3)=[N:19][O:20][C:21]=2[CH3:22])=[N:15][N:16]=1, predict the reactants needed to synthesize it.